Dataset: Full USPTO retrosynthesis dataset with 1.9M reactions from patents (1976-2016). Task: Predict the reactants needed to synthesize the given product. (1) Given the product [CH3:7][OH:15].[NH3:12].[C:1]1([CH:7]([NH2:22])[CH2:8][C:9]2[CH:14]=[CH:13][N:12]=[CH:11][CH:10]=2)[CH:6]=[CH:5][CH:4]=[CH:3][CH:2]=1, predict the reactants needed to synthesize it. The reactants are: [C:1]1([C:7](=[O:15])[CH2:8][C:9]2[CH:14]=[CH:13][N:12]=[CH:11][CH:10]=2)[CH:6]=[CH:5][CH:4]=[CH:3][CH:2]=1.C([O-])(=O)C.[NH4+].C([BH3-])#[N:22].[Na+]. (2) Given the product [Br:13][CH2:2][CH:1]([C:3]1[N:8]=[CH:7][C:6]([C:9]#[N:10])=[C:5]([O:11][CH3:12])[CH:4]=1)[OH:21], predict the reactants needed to synthesize it. The reactants are: [CH:1]([C:3]1[N:8]=[CH:7][C:6]([C:9]#[N:10])=[C:5]([O:11][CH3:12])[CH:4]=1)=[CH2:2].[Br:13]N1C(=O)CCC1=O.[OH2:21]. (3) Given the product [C:17]12([C:16]3[C:11]([O:10][C:7]4[N:8]=[CH:9][C:4]([NH2:1])=[CH:5][CH:6]=4)=[CH:12][CH:13]=[CH:14][C:15]=3[CH2:22][O:21][CH2:20]1)[CH2:19][CH2:18]2, predict the reactants needed to synthesize it. The reactants are: [N+:1]([C:4]1[CH:5]=[CH:6][C:7]([O:10][C:11]2[C:16]3[C:17]4([CH2:20][O:21][CH2:22][C:15]=3[CH:14]=[CH:13][CH:12]=2)[CH2:19][CH2:18]4)=[N:8][CH:9]=1)([O-])=O.O.[Cl-].[NH4+].